From a dataset of Forward reaction prediction with 1.9M reactions from USPTO patents (1976-2016). Predict the product of the given reaction. (1) Given the reactants [F:1][C:2]1[CH:11]=[C:10]([F:12])[CH:9]=[C:8]2[C:3]=1[C:4]([NH:27][C:28]1[CH:29]=[N:30][CH:31]=[C:32]([N:34]3[CH2:39][CH2:38][O:37][CH2:36][CH2:35]3)[CH:33]=1)=[C:5]([CH3:26])[C:6]([N:13]1[CH2:18][CH2:17][N:16](C(OC(C)(C)C)=O)[CH2:15][CH2:14]1)=[N:7]2.FC(F)(F)C(O)=O.C(=O)(O)[O-].[Na+], predict the reaction product. The product is: [F:1][C:2]1[CH:11]=[C:10]([F:12])[CH:9]=[C:8]2[C:3]=1[C:4]([NH:27][C:28]1[CH:29]=[N:30][CH:31]=[C:32]([N:34]3[CH2:39][CH2:38][O:37][CH2:36][CH2:35]3)[CH:33]=1)=[C:5]([CH3:26])[C:6]([N:13]1[CH2:14][CH2:15][NH:16][CH2:17][CH2:18]1)=[N:7]2. (2) Given the reactants [NH2:1][CH:2]([C:11]1[C:16]([O:17][CH3:18])=[CH:15][CH:14]=[CH:13][C:12]=1[O:19][CH3:20])[CH2:3][CH2:4][CH2:5][CH2:6][C:7]([O:9]C)=O.[CH:21]1[C:30]2[C:25](=[CH:26][CH:27]=[CH:28][CH:29]=2)[CH:24]=[CH:23][C:22]=1[CH:31]=O, predict the reaction product. The product is: [CH3:20][O:19][C:12]1[CH:13]=[CH:14][CH:15]=[C:16]([O:17][CH3:18])[C:11]=1[CH:2]1[N:1]([CH2:31][C:22]2[CH:23]=[CH:24][C:25]3[C:30](=[CH:29][CH:28]=[CH:27][CH:26]=3)[CH:21]=2)[C:7](=[O:9])[CH2:6][CH2:5][CH2:4][CH2:3]1. (3) Given the reactants [CH3:1][N:2]1[C:6]2=[N:7][C:8]([CH3:12])=[CH:9][C:10]([CH3:11])=[C:5]2[CH2:4][CH2:3]1.[Li]CCCC.Br[CH2:19][CH2:20][CH2:21][CH2:22][CH2:23][CH2:24][CH2:25][CH2:26][CH3:27], predict the reaction product. The product is: [CH3:1][N:2]1[C:6]2=[N:7][C:8]([CH2:12][CH2:19][CH2:20][CH2:21][CH2:22][CH2:23][CH2:24][CH2:25][CH2:26][CH3:27])=[CH:9][C:10]([CH3:11])=[C:5]2[CH2:4][CH2:3]1. (4) Given the reactants Br[CH2:2][CH:3]1[O:8][C:7]2[CH:9]=[C:10]([S:14]([CH3:17])(=[O:16])=[O:15])[CH:11]=[C:12]([F:13])[C:6]=2[CH2:5][O:4]1.[CH3:18][CH:19]([NH2:21])[CH3:20].CCO, predict the reaction product. The product is: [F:13][C:12]1[C:6]2[CH2:5][O:4][CH:3]([CH2:2][NH:21][CH:19]([CH3:20])[CH3:18])[O:8][C:7]=2[CH:9]=[C:10]([S:14]([CH3:17])(=[O:16])=[O:15])[CH:11]=1. (5) The product is: [C:1]([O:20][CH2:21][C@H:22]1[O:26][C@@H:25]([N:27]2[CH:35]=[C:33]([CH3:34])[C:31](=[O:32])[NH:30][C:28]2=[O:29])[CH2:24][C@H:23]1[OH:36])([C:2]1[CH:3]=[CH:4][CH:5]=[CH:6][CH:7]=1)([C:14]1[CH:19]=[CH:18][CH:17]=[CH:16][CH:15]=1)[C:8]1[CH:9]=[CH:10][CH:11]=[CH:12][CH:13]=1. Given the reactants [C:1]([O:20][CH2:21][C@H:22]1[O:26][C@@H:25]([N:27]2[CH:35]=[C:33]([CH3:34])[C:31](=[O:32])[NH:30][C:28]2=[O:29])[CH2:24][C@@H:23]1[OH:36])([C:14]1[CH:19]=[CH:18][CH:17]=[CH:16][CH:15]=1)([C:8]1[CH:13]=[CH:12][CH:11]=[CH:10][CH:9]=1)[C:2]1[CH:7]=[CH:6][CH:5]=[CH:4][CH:3]=1.C(N(CC)CC)C.S(Cl)(C)(=O)=O.[OH-].[Na+], predict the reaction product. (6) The product is: [Cl:39][C:40]1[CH:45]=[CH:44][C:43]([C@@H:46]([OH:61])[CH2:47][CH2:48][C@@H:49]([C:51]2[CH:56]=[CH:55][C:54]([Cl:57])=[C:53]([N+:58]([O-:60])=[O:59])[CH:52]=2)[OH:50])=[CH:42][C:41]=1[N+:62]([O-:64])=[O:63]. Given the reactants C1(C(C2C=CC=CC=2)([C@H]2CCCN2)O)C=CC=CC=1.B(OC)(OC)OC.B.C(N(CC)C1C=CC=CC=1)C.[Cl:39][C:40]1[CH:45]=[CH:44][C:43]([C:46](=[O:61])[CH2:47][CH2:48][C:49]([C:51]2[CH:56]=[CH:55][C:54]([Cl:57])=[C:53]([N+:58]([O-:60])=[O:59])[CH:52]=2)=[O:50])=[CH:42][C:41]=1[N+:62]([O-:64])=[O:63], predict the reaction product.